Dataset: Forward reaction prediction with 1.9M reactions from USPTO patents (1976-2016). Task: Predict the product of the given reaction. Given the reactants [C:1]([O:5][C:6](=[O:31])[CH2:7][N:8]1[C:12]2=[N:13][CH:14]=[C:15]([C:17]([O:19][CH3:20])=[O:18])[CH:16]=[C:11]2[C:10]([CH:21]2[CH2:26][CH2:25][CH2:24][CH2:23][CH2:22]2)=[C:9]1[Si](C)(C)C)([CH3:4])([CH3:3])[CH3:2].C1C(=O)N([Br:39])C(=O)C1, predict the reaction product. The product is: [Br:39][C:9]1[N:8]([CH2:7][C:6]([O:5][C:1]([CH3:4])([CH3:3])[CH3:2])=[O:31])[C:12]2=[N:13][CH:14]=[C:15]([C:17]([O:19][CH3:20])=[O:18])[CH:16]=[C:11]2[C:10]=1[CH:21]1[CH2:26][CH2:25][CH2:24][CH2:23][CH2:22]1.